This data is from Reaction yield outcomes from USPTO patents with 853,638 reactions. The task is: Predict the reaction yield, written as a fraction of the theoretical maximum amount of product (1.0 means a 100% yield; for example, 0.34 means a 34% yield). (1) The reactants are [CH3:1][C:2]1[C:8]([N+:9]([O-:11])=[O:10])=[CH:7][CH:6]=[CH:5][C:3]=1[NH2:4].C(O)(=O)C.[N:16]([O-])=O.[Na+]. The catalyst is O. The product is [N+:9]([C:8]1[CH:7]=[CH:6][CH:5]=[C:3]2[C:2]=1[CH:1]=[N:16][NH:4]2)([O-:11])=[O:10]. The yield is 0.700. (2) The reactants are S([Cl:11])(C1C=CC(C)=CC=1)(=O)=O.C(N(CC)CC)C.[F:19][C:20]([F:36])([F:35])[C:21]1[CH:26]=[C:25]([CH2:27]O)[C:24]([C:29]([F:32])([F:31])[F:30])=[CH:23][C:22]=1CO.Cl[CH2:38][Cl:39]. The catalyst is CN(C)C1C=CN=CC=1. The product is [F:19][C:20]([F:36])([F:35])[C:21]1[CH:26]=[C:25]([CH2:27][Cl:11])[C:24]([C:29]([F:32])([F:31])[F:30])=[CH:23][C:22]=1[CH2:38][Cl:39]. The yield is 0.620. (3) The reactants are [CH3:16][C:11]1([CH3:17])[C:12]([CH3:15])([CH3:14])[O:13][B:9]([B:9]2[O:13][C:12]([CH3:15])([CH3:14])[C:11]([CH3:17])([CH3:16])[O:10]2)[O:10]1.Br[C:20]1[CH:25]=[CH:24][C:23]([N:26]2[N:30]=[N:29][CH:28]=[N:27]2)=[CH:22][CH:21]=1.C([O-])(=O)C.[K+]. The catalyst is O1CCOCC1.C1C=CC(P(C2C=CC=CC=2)[C-]2C=CC=C2)=CC=1.C1C=CC(P(C2C=CC=CC=2)[C-]2C=CC=C2)=CC=1.Cl[Pd]Cl.[Fe+2]. The product is [CH3:15][C:12]1([CH3:14])[C:11]([CH3:16])([CH3:17])[O:10][B:9]([C:20]2[CH:25]=[CH:24][C:23]([N:26]3[N:30]=[N:29][CH:28]=[N:27]3)=[CH:22][CH:21]=2)[O:13]1. The yield is 0.990. (4) The reactants are I[C:2]1[CH:7]=[CH:6][CH:5]=[CH:4][CH:3]=1.[Br:8][C:9]1[CH:21]=[CH:20][C:19]2[C:18]3[C:13](=[CH:14][CH:15]=[CH:16][CH:17]=3)[NH:12][C:11]=2[CH:10]=1.CC(C)([O-])C.[Na+].C(P(C(C)(C)C)C(C)(C)C)(C)(C)C. The yield is 0.370. The product is [Br:8][C:9]1[CH:21]=[CH:20][C:19]2[C:18]3[C:13](=[CH:14][CH:15]=[CH:16][CH:17]=3)[N:12]([C:2]3[CH:7]=[CH:6][CH:5]=[CH:4][CH:3]=3)[C:11]=2[CH:10]=1. The catalyst is C1(C)C=CC=CC=1.C1C=CC(/C=C/C(/C=C/C2C=CC=CC=2)=O)=CC=1.C1C=CC(/C=C/C(/C=C/C2C=CC=CC=2)=O)=CC=1.C1C=CC(/C=C/C(/C=C/C2C=CC=CC=2)=O)=CC=1.[Pd].[Pd]. (5) The reactants are [Cl:1][C:2]1[CH:20]=[C:19]([Cl:21])[CH:18]=[CH:17][C:3]=1[C:4]([NH:6][C:7]1[CH:12]=[CH:11][C:10]([C:13]([F:16])([F:15])[F:14])=[CH:9][CH:8]=1)=O.P(Cl)(Cl)(Cl)(Cl)Cl.[NH3:28].C([O-])(O)=O.[Na+]. The catalyst is C1C=CC=CC=1.C1COCC1.C(OC(=O)C)C. The product is [Cl:1][C:2]1[CH:20]=[C:19]([Cl:21])[CH:18]=[CH:17][C:3]=1[C:4]([NH:6][C:7]1[CH:12]=[CH:11][C:10]([C:13]([F:16])([F:15])[F:14])=[CH:9][CH:8]=1)=[NH:28]. The yield is 0.890. (6) The reactants are [O:1]=[C:2]1[C:11]2[C:6](=[CH:7][CH:8]=[CH:9][CH:10]=2)[O:5][CH2:4][C:3]1=[CH:12][C:13]1[CH:22]=[CH:21][C:16]([C:17]([O:19][CH3:20])=[O:18])=[CH:15][CH:14]=1.C1(S(NN)(=O)=O)C=CC=CC=1. The catalyst is CN(C=O)C. The product is [O:1]=[C:2]1[C:11]2[C:6](=[CH:7][CH:8]=[CH:9][CH:10]=2)[O:5][CH2:4][CH:3]1[CH2:12][C:13]1[CH:14]=[CH:15][C:16]([C:17]([O:19][CH3:20])=[O:18])=[CH:21][CH:22]=1. The yield is 0.420.